Dataset: Reaction yield outcomes from USPTO patents with 853,638 reactions. Task: Predict the reaction yield, written as a fraction of the theoretical maximum amount of product (1.0 means a 100% yield; for example, 0.34 means a 34% yield). (1) The reactants are [CH3:1][S:2]([CH3:5])(=[O:4])=[O:3].[Li]CCCC.CN(P(N(C)C)(N(C)C)=O)C.[Br:22][C:23]1[CH:28]=[CH:27][C:26]([NH:29][C:30]2[C:31]([CH:40]=[O:41])=[CH:32][C:33]3[NH:37][CH:36]=[N:35][C:34]=3[C:38]=2[F:39])=[C:25]([Cl:42])[CH:24]=1. The catalyst is C1COCC1. The product is [Br:22][C:23]1[CH:28]=[CH:27][C:26]([NH:29][C:30]2[C:31]([CH:40]([OH:41])[CH2:1][S:2]([CH3:5])(=[O:4])=[O:3])=[CH:32][C:33]3[NH:37][CH:36]=[N:35][C:34]=3[C:38]=2[F:39])=[C:25]([Cl:42])[CH:24]=1. The yield is 0.960. (2) The reactants are [N+:1]([C:4]1[CH:5]=[C:6]([CH:8]=[CH:9][CH:10]=1)[NH2:7])([O-:3])=[O:2].[F:11][C:12]([F:25])([O:16][C:17]1[CH:18]=[C:19]([CH:22]=[CH:23][CH:24]=1)[CH:20]=O)[CH:13]([F:15])[F:14].C(O)(=O)C.[BH-](OC(C)=O)(OC(C)=O)OC(C)=O.[Na+]. The catalyst is ClC(Cl)C. The product is [N+:1]([C:4]1[CH:5]=[C:6]([NH:7][CH2:20][C:19]2[CH:22]=[CH:23][CH:24]=[C:17]([O:16][C:12]([F:11])([F:25])[CH:13]([F:14])[F:15])[CH:18]=2)[CH:8]=[CH:9][CH:10]=1)([O-:3])=[O:2]. The yield is 0.700. (3) The reactants are Cl[CH:2]1[C:7](=[O:8])[CH2:6][C:5]([CH2:14][CH2:15][C:16]2[CH:21]=[CH:20][C:19]([O:22][CH3:23])=[C:18]([Cl:24])[CH:17]=2)([CH:9]2[CH2:13][CH2:12][CH2:11][CH2:10]2)[O:4][C:3]1=[O:25].[N:26]1[CH:31]=[CH:30][CH:29]=[CH:28][C:27]=1[CH2:32][CH2:33][SH:34]. No catalyst specified. The product is [Cl:24][C:18]1[CH:17]=[C:16]([CH2:15][CH2:14][C:5]2([CH:9]3[CH2:13][CH2:12][CH2:11][CH2:10]3)[O:4][C:3](=[O:25])[C:2]([S:34][CH2:33][CH2:32][C:27]3[CH:28]=[CH:29][CH:30]=[CH:31][N:26]=3)=[C:7]([OH:8])[CH2:6]2)[CH:21]=[CH:20][C:19]=1[O:22][CH3:23]. The yield is 0.0500. (4) The reactants are [NH2:1][C:2]1[CH:3]=[C:4]([C:8]2[S:12][C:11]([C:13]3[CH:14]=[C:15]4[C:19](=[CH:20][CH:21]=3)[C:18](=[O:22])[N:17]([CH3:23])[CH2:16]4)=[CH:10][CH:9]=2)[CH:5]=[N:6][CH:7]=1.[Cl:24][C:25]1[CH:30]=[C:29]([C:31]([F:34])([F:33])[F:32])[CH:28]=[CH:27][C:26]=1[S:35](Cl)(=[O:37])=[O:36]. No catalyst specified. The product is [Cl:24][C:25]1[CH:30]=[C:29]([C:31]([F:33])([F:32])[F:34])[CH:28]=[CH:27][C:26]=1[S:35]([NH:1][C:2]1[CH:7]=[N:6][CH:5]=[C:4]([C:8]2[S:12][C:11]([C:13]3[CH:14]=[C:15]4[C:19](=[CH:20][CH:21]=3)[C:18](=[O:22])[N:17]([CH3:23])[CH2:16]4)=[CH:10][CH:9]=2)[CH:3]=1)(=[O:37])=[O:36]. The yield is 0.610. (5) The reactants are [C:1]([O:6][CH2:7][CH3:8])(=[O:5])[C:2]([CH3:4])=O.[O-]S([O-])(=O)=O.[Mg+2].[CH3:15][NH:16][NH2:17]. The catalyst is C(Cl)(Cl)Cl. The product is [CH3:15][NH:16][N:17]=[C:2]([CH3:4])[C:1]([O:6][CH2:7][CH3:8])=[O:5]. The yield is 0.940. (6) The reactants are [OH:1][CH2:2][CH2:3][CH2:4][O:5][C@H:6]1[CH2:11][CH2:10][C@H:9]([N:12]2[C:17](=[O:18])[C:16]([CH2:19][C:20]3[CH:25]=[CH:24][C:23]([C:26]4[C:27]([C:32]#[N:33])=[CH:28][CH:29]=[CH:30][CH:31]=4)=[CH:22][CH:21]=3)=[C:15]([CH2:34][CH2:35][CH3:36])[N:14]3[N:37]=[CH:38][N:39]=[C:13]23)[CH2:8][CH2:7]1.FC(F)(F)S(O[Si](C(C)(C)C)(C)C)(=O)=O.[N:55]1C(C)=CC=CC=1C.[Cl-].O[NH3+].[C:66](=[O:69])([O-])[OH:67].[Na+]. The catalyst is C(OCC)(=O)C.CS(C)=O.O1CCCC1. The product is [OH:1][CH2:2][CH2:3][CH2:4][O:5][C@H:6]1[CH2:11][CH2:10][C@H:9]([N:12]2[C:17](=[O:18])[C:16]([CH2:19][C:20]3[CH:21]=[CH:22][C:23]([C:26]4[CH:31]=[CH:30][CH:29]=[CH:28][C:27]=4[C:32]4[NH:55][C:66](=[O:69])[O:67][N:33]=4)=[CH:24][CH:25]=3)=[C:15]([CH2:34][CH2:35][CH3:36])[N:14]3[N:37]=[CH:38][N:39]=[C:13]23)[CH2:8][CH2:7]1. The yield is 0.490. (7) The reactants are C1C=CC(P(C2C=CC=CC=2)C2C=CC=CC=2)=CC=1.II.[C:22]([O:26][C:27](=[O:55])[N:28]([CH2:30][CH2:31][C:32]([NH:34][NH:35][C:36]([C@@H:38]1[CH2:44][CH2:43][C@@H:42]2[CH2:45][N:39]1[C:40](=[O:54])[N:41]2[O:46][CH2:47][C:48]1[CH:53]=[CH:52][CH:51]=[CH:50][CH:49]=1)=O)=[O:33])[CH3:29])([CH3:25])([CH3:24])[CH3:23]. The catalyst is C(Cl)Cl. The product is [CH2:47]([O:46][N:41]1[C:40](=[O:54])[N:39]2[CH2:45][C@H:42]1[CH2:43][CH2:44][C@H:38]2[C:36]1[O:33][C:32]([CH2:31][CH2:30][N:28]([CH3:29])[C:27](=[O:55])[O:26][C:22]([CH3:24])([CH3:25])[CH3:23])=[N:34][N:35]=1)[C:48]1[CH:53]=[CH:52][CH:51]=[CH:50][CH:49]=1. The yield is 0.850. (8) The reactants are Br[C:2]1[CH:3]=[C:4]([CH2:8][C:9]([NH:11][C:12]2[C:21]3[CH2:20][CH:19]([OH:22])[CH2:18][CH2:17][C:16]=3[CH:15]=[CH:14][CH:13]=2)=[O:10])[CH:5]=[CH:6][CH:7]=1.[C:23]1(B(O)O)[CH:28]=[CH:27][CH:26]=[CH:25][CH:24]=1.C1(C)C=CC=CC=1P(C1C=CC=CC=1C)C1C=CC=CC=1C.O.O.O.O.O.O.O.O.[OH-].[Ba+2].[OH-]. The catalyst is COCCOC.C([O-])(=O)C.[Pd+2].C([O-])(=O)C.O.C(O)C. The product is [C:2]1([C:23]2[CH:28]=[CH:27][CH:26]=[CH:25][CH:24]=2)[CH:7]=[CH:6][CH:5]=[C:4]([CH2:8][C:9]([NH:11][C:12]2[C:21]3[CH2:20][CH:19]([OH:22])[CH2:18][CH2:17][C:16]=3[CH:15]=[CH:14][CH:13]=2)=[O:10])[CH:3]=1. The yield is 0.260. (9) The reactants are [Br:1][C:2]1[CH:7]=[CH:6][C:5]([C:8]2[C:9]3[CH:24]=[C:23]([O:25][CH3:26])[CH:22]=[CH:21][C:10]=3[NH:11][C:12](=S)[C@H:13]([CH2:15][C:16]([O:18][CH3:19])=[O:17])[N:14]=2)=[CH:4][CH:3]=1.O.[NH2:28][NH2:29].[C:30](Cl)(=[O:32])[CH3:31]. The catalyst is C1COCC1.O.C(Cl)Cl. The product is [C:30]([NH:28][N:29]=[C:12]1[NH:11][C:10]2[CH:21]=[CH:22][C:23]([O:25][CH3:26])=[CH:24][C:9]=2[C:8]([C:5]2[CH:6]=[CH:7][C:2]([Br:1])=[CH:3][CH:4]=2)=[N:14][C@H:13]1[CH2:15][C:16]([O:18][CH3:19])=[O:17])(=[O:32])[CH3:31]. The yield is 0.654. (10) The reactants are [Cl:1][C:2]1[CH:10]=[CH:9][CH:8]=[C:7]2[C:3]=1[C:4]1([CH2:21][O:20][C:19]3[CH:22]=[C:23]4[C:27](=[CH:28][C:18]1=3)[CH2:26][CH2:25][O:24]4)[C:5](=[O:17])[N:6]2[CH2:11][C:12]([O:14]CC)=[O:13].O=C1C2(C3=CC4OCOC=4C=C3OC2)C2C(=CC=CC=2)N1CC(OCC)=O. No catalyst specified. The product is [Cl:1][C:2]1[CH:10]=[CH:9][CH:8]=[C:7]2[C:3]=1[C:4]1([CH2:21][O:20][C:19]3[CH:22]=[C:23]4[C:27](=[CH:28][C:18]1=3)[CH2:26][CH2:25][O:24]4)[C:5](=[O:17])[N:6]2[CH2:11][C:12]([OH:14])=[O:13]. The yield is 0.920.